From a dataset of Full USPTO retrosynthesis dataset with 1.9M reactions from patents (1976-2016). Predict the reactants needed to synthesize the given product. Given the product [CH3:7][Si:8]([CH3:24])([CH3:23])[CH2:9][CH2:10][O:11][CH2:12][N:13]1[CH:17]=[CH:16][C:15]([CH2:18][OH:19])=[N:14]1, predict the reactants needed to synthesize it. The reactants are: [H-].[H-].[H-].[H-].[Li+].[Al+3].[CH3:7][Si:8]([CH3:24])([CH3:23])[CH2:9][CH2:10][O:11][CH2:12][N:13]1[CH:17]=[CH:16][C:15]([C:18](OCC)=[O:19])=[N:14]1.